This data is from Forward reaction prediction with 1.9M reactions from USPTO patents (1976-2016). The task is: Predict the product of the given reaction. (1) Given the reactants [O-]S(OOS([O-])(=O)=O)(=O)=O.[Na+].[Na+].[C:13]1(=[O:20])[CH:18]=[CH:17][C:16](=[O:19])[CH:15]=[CH:14]1.[CH2:21]([OH:27])[CH2:22][CH2:23][CH2:24][CH2:25][CH3:26], predict the reaction product. The product is: [CH2:25]([CH:24]([C:18]1[C:13](=[O:20])[CH:14]=[CH:15][C:16](=[O:19])[CH:17]=1)[CH2:23][CH2:22][CH2:21][OH:27])[CH3:26]. (2) Given the reactants CON(C)[C:4]([C:6]1[CH:14]=[C:13]2[C:9]([C:10]([CH3:24])=[CH:11][N:12]2[CH2:15][C:16]2[CH:21]=[CH:20][C:19]([O:22][CH3:23])=[CH:18][CH:17]=2)=[CH:8][CH:7]=1)=[O:5].[C:26]1([Mg]Cl)[CH:31]=[CH:30][CH:29]=[CH:28][CH:27]=1.Cl, predict the reaction product. The product is: [CH3:23][O:22][C:19]1[CH:20]=[CH:21][C:16]([CH2:15][N:12]2[C:13]3[C:9](=[CH:8][CH:7]=[C:6]([C:4]([C:26]4[CH:31]=[CH:30][CH:29]=[CH:28][CH:27]=4)=[O:5])[CH:14]=3)[C:10]([CH3:24])=[CH:11]2)=[CH:17][CH:18]=1. (3) The product is: [CH2:1]([CH:3]([CH2:6][CH3:7])[CH2:4][NH:5][C:42](=[O:43])[C:41]1[CH:45]=[CH:46][C:38]([CH2:37][N:18]2[C:19]3[C:24](=[CH:23][CH:22]=[CH:21][CH:20]=3)[C:25]3([CH2:29][O:28][C:27]4[CH:30]=[C:31]5[C:35](=[CH:36][C:26]3=4)[CH2:34][CH2:33][O:32]5)[C:17]2=[O:16])=[CH:39][CH:40]=1)[CH3:2]. Given the reactants [CH2:1]([CH:3]([CH2:6][CH3:7])[CH2:4][NH2:5])[CH3:2].C1(CN)CCCCC1.[O:16]=[C:17]1[C:25]2([CH2:29][O:28][C:27]3[CH:30]=[C:31]4[C:35](=[CH:36][C:26]2=3)[CH2:34][CH2:33][O:32]4)[C:24]2[C:19](=[CH:20][CH:21]=[CH:22][CH:23]=2)[N:18]1[CH2:37][C:38]1[CH:46]=[CH:45][C:41]([C:42](O)=[O:43])=[CH:40][CH:39]=1.O=C1C2(COC3C=C4C(=CC2=3)CCO4)C2C(=CC=CC=2)N1CC1C=C(C=CC=1)C(O)=O, predict the reaction product. (4) The product is: [C:43]([OH:50])(=[O:49])/[CH:44]=[CH:45]\[C:46]([OH:48])=[O:47].[C:43]([OH:50])(=[O:49])/[CH:44]=[CH:45]\[C:46]([OH:48])=[O:47].[Cl:1][C:2]1[CH:3]=[C:4]([NH:16][C:17]2[C:26]3[C:21](=[CH:22][C:23]([O:38][CH2:39][CH3:40])=[C:24]([NH:27][C:28](=[O:37])/[CH:29]=[CH:30]/[C@H:31]4[CH2:35][CH2:34][CH2:33][N:32]4[CH3:36])[CH:25]=3)[N:20]=[CH:19][C:18]=2[C:41]#[N:42])[CH:5]=[CH:6][C:7]=1[O:8][CH2:9][C:10]1[CH:15]=[CH:14][CH:13]=[CH:12][N:11]=1. Given the reactants [Cl:1][C:2]1[CH:3]=[C:4]([NH:16][C:17]2[C:26]3[C:21](=[CH:22][C:23]([O:38][CH2:39][CH3:40])=[C:24]([NH:27][C:28](=[O:37])/[CH:29]=[CH:30]/[C@H:31]4[CH2:35][CH2:34][CH2:33][N:32]4[CH3:36])[CH:25]=3)[N:20]=[CH:19][C:18]=2[C:41]#[N:42])[CH:5]=[CH:6][C:7]=1[O:8][CH2:9][C:10]1[CH:15]=[CH:14][CH:13]=[CH:12][N:11]=1.[C:43]([OH:50])(=[O:49])/[CH:44]=[CH:45]\[C:46]([OH:48])=[O:47].C(OCC)C, predict the reaction product. (5) Given the reactants [CH:1]([CH:4]1[C:9]2=[CH:10][C:11]3[CH:12]=[CH:13][C:14]([S:17][CH3:18])=[CH:15][C:16]=3[N:8]2[CH2:7][CH2:6][NH:5]1)([CH3:3])[CH3:2].CCN(C(C)C)C(C)C.Cl[C:29]1[N:34]=[C:33]([C:35]([F:38])([F:37])[F:36])[C:32]([C:39](=[O:41])[CH3:40])=[CH:31][N:30]=1, predict the reaction product. The product is: [CH:1]([CH:4]1[C:9]2=[CH:10][C:11]3[CH:12]=[CH:13][C:14]([S:17][CH3:18])=[CH:15][C:16]=3[N:8]2[CH2:7][CH2:6][N:5]1[C:29]1[N:34]=[C:33]([C:35]([F:36])([F:37])[F:38])[C:32]([C:39](=[O:41])[CH3:40])=[CH:31][N:30]=1)([CH3:3])[CH3:2]. (6) Given the reactants [NH2:1][C:2]1[CH:3]=[C:4]([C:8]#[C:9][C:10]2[C:11]([NH:16][C:17]3[CH:22]=[CH:21][C:20]([O:23][CH2:24][C:25]4[CH:30]=[CH:29][CH:28]=[C:27]([F:31])[CH:26]=4)=[C:19]([Cl:32])[CH:18]=3)=[N:12][CH:13]=[N:14][CH:15]=2)[CH:5]=[CH:6][CH:7]=1.[CH3:33][S:34][CH2:35][CH2:36][C:37](Cl)=[O:38], predict the reaction product. The product is: [Cl:32][C:19]1[CH:18]=[C:17]([NH:16][C:11]2[C:10]([C:9]#[C:8][C:4]3[CH:3]=[C:2]([NH:1][C:37](=[O:38])[CH2:36][CH2:35][S:34][CH3:33])[CH:7]=[CH:6][CH:5]=3)=[CH:15][N:14]=[CH:13][N:12]=2)[CH:22]=[CH:21][C:20]=1[O:23][CH2:24][C:25]1[CH:30]=[CH:29][CH:28]=[C:27]([F:31])[CH:26]=1. (7) Given the reactants [CH3:1][O:2][C:3]([C:5]1[S:6][C:7]([C:11]([CH2:29][CH3:30])([C:14]2[CH:19]=[CH:18][C:17]([O:20][CH2:21][CH:22]([OH:27])[C:23]([CH3:26])([CH3:25])[CH3:24])=[C:16]([CH3:28])[CH:15]=2)[CH2:12][CH3:13])=[CH:8][C:9]=1[CH3:10])=[O:4].N1C=CN=C1.CN(C=O)C.[CH3:41][C:42]([Si:45](Cl)([CH3:47])[CH3:46])([CH3:44])[CH3:43], predict the reaction product. The product is: [CH3:1][O:2][C:3]([C:5]1[S:6][C:7]([C:11]([C:14]2[CH:19]=[CH:18][C:17]([O:20][CH2:21][CH:22]([O:27][Si:45]([C:42]([CH3:44])([CH3:43])[CH3:41])([CH3:47])[CH3:46])[C:23]([CH3:24])([CH3:25])[CH3:26])=[C:16]([CH3:28])[CH:15]=2)([CH2:12][CH3:13])[CH2:29][CH3:30])=[CH:8][C:9]=1[CH3:10])=[O:4]. (8) The product is: [CH2:32]([O:39][C:40]1[CH:41]=[CH:42][C:43]([O:44][CH2:45][C@@H:46]([OH:47])[CH2:48][NH:2][C@H:3]([CH2:21][OH:22])[CH2:4][C:5]2[CH:6]=[CH:7][C:8]([NH:11][C:12]([NH:14][C:15]3[CH:16]=[CH:17][CH:18]=[CH:19][CH:20]=3)=[O:13])=[CH:9][CH:10]=2)=[CH:49][CH:50]=1)[C:33]1[CH:34]=[CH:35][CH:36]=[CH:37][CH:38]=1. Given the reactants Cl.[NH2:2][C@H:3]([CH2:21][OH:22])[CH2:4][C:5]1[CH:10]=[CH:9][C:8]([NH:11][C:12]([NH:14][C:15]2[CH:20]=[CH:19][CH:18]=[CH:17][CH:16]=2)=[O:13])=[CH:7][CH:6]=1.C(N(CC)C(C)C)(C)C.[CH2:32]([O:39][C:40]1[CH:50]=[CH:49][C:43]([O:44][CH2:45][C@@H:46]2[CH2:48][O:47]2)=[CH:42][CH:41]=1)[C:33]1[CH:38]=[CH:37][CH:36]=[CH:35][CH:34]=1, predict the reaction product. (9) Given the reactants F[C:2]1[CH:9]=[CH:8][C:7]([CH:10]=[O:11])=[CH:6][C:3]=1[C:4]#[N:5].[Cl:12][C:13]1[CH:18]=[CH:17][C:16]([OH:19])=[CH:15][C:14]=1[C:20]([F:23])([F:22])[F:21].C(=O)([O-])[O-].[K+].[K+], predict the reaction product. The product is: [Cl:12][C:13]1[CH:18]=[CH:17][C:16]([O:19][C:2]2[CH:9]=[CH:8][C:7]([CH:10]=[O:11])=[CH:6][C:3]=2[C:4]#[N:5])=[CH:15][C:14]=1[C:20]([F:21])([F:22])[F:23]. (10) Given the reactants [CH3:1][Si:2]([C:5]#[CH:6])([CH3:4])[CH3:3].I[C:8]1[CH:13]=[CH:12][C:11]([C:14]2[CH:19]=[CH:18][CH:17]=[CH:16][N:15]=2)=[CH:10][CH:9]=1, predict the reaction product. The product is: [CH3:1][Si:2]([C:5]#[C:6][C:8]1[CH:9]=[CH:10][C:11]([C:14]2[CH:19]=[CH:18][CH:17]=[CH:16][N:15]=2)=[CH:12][CH:13]=1)([CH3:4])[CH3:3].